From a dataset of Reaction yield outcomes from USPTO patents with 853,638 reactions. Predict the reaction yield, written as a fraction of the theoretical maximum amount of product (1.0 means a 100% yield; for example, 0.34 means a 34% yield). (1) The reactants are F.F.F.C(N(CC)CC)C.[Si]([O:28][CH2:29][C@H:30]1[O:34][C@@H:33]([N:35]2[CH:42]=[C:41]([CH3:43])[C:39](=[O:40])[NH:38][C:36]2=[O:37])[C@H:32]([O:44][CH2:45][CH2:46][O:47][N:48]([CH3:50])[CH3:49])[C@@H:31]1[OH:51])(C(C)(C)C)(C1C=CC=CC=1)C1C=CC=CC=1.CO. The catalyst is C1COCC1.C(Cl)Cl. The product is [CH3:49][N:48]([CH3:50])[O:47][CH2:46][CH2:45][O:44][C@@H:32]1[C@H:31]([OH:51])[C@@H:30]([CH2:29][OH:28])[O:34][C@H:33]1[N:35]1[CH:42]=[C:41]([CH3:43])[C:39](=[O:40])[NH:38][C:36]1=[O:37]. The yield is 0.925. (2) The reactants are [Na+].[CH:2]1[C:15]2[C:6](=[CH:7][C:8]3[C:13]([C:14]=2[C:16]([O:18][CH2:19][C:20]([F:26])([F:25])[S:21]([O-:24])(=[O:23])=[O:22])=[O:17])=[CH:12][CH:11]=[CH:10][CH:9]=3)[CH:5]=[CH:4][CH:3]=1.[Na].FC(F)(F)S([O-])(=O)=O.[C:36]1([CH:42]([SH+:49][C:50]2[CH:55]=[CH:54][CH:53]=[CH:52][CH:51]=2)[C:43]2[CH:48]=[CH:47][CH:46]=[CH:45][CH:44]=2)[CH:41]=[CH:40][CH:39]=[CH:38][CH:37]=1. No catalyst specified. The product is [C:43]1([CH:42]([SH+:49][C:50]2[CH:55]=[CH:54][CH:53]=[CH:52][CH:51]=2)[C:36]2[CH:41]=[CH:40][CH:39]=[CH:38][CH:37]=2)[CH:44]=[CH:45][CH:46]=[CH:47][CH:48]=1.[F:26][C:20]([F:25])([S:21]([OH:24])(=[O:23])=[O:22])[CH2:19][O:18][C:16]([C:14]1[C:13]2[C:8]([CH:7]=[C:6]3[C:15]=1[CH:2]=[CH:3][CH:4]=[CH:5]3)=[CH:9][CH:10]=[CH:11][CH:12]=2)=[O:17]. The yield is 0.856. (3) The reactants are Br[C:2]1[CH:3]=[N:4][CH:5]=[CH:6][CH:7]=1.C([Li])CCC.[CH3:13][Sn:14](Cl)([CH3:16])[CH3:15]. The catalyst is C(OCC)C. The product is [CH3:13][Sn:14]([CH3:16])([CH3:15])[C:2]1[CH:3]=[N:4][CH:5]=[CH:6][CH:7]=1. The yield is 0.800. (4) The reactants are [N:1]1[N:2]=[C:3]([C:10]2[CH:19]=[CH:18][C:17]3[C:12](=[C:13]([O:21][Si](C(C)C)(C(C)C)C(C)C)[CH:14]=[C:15]([F:20])[CH:16]=3)[N:11]=2)[N:4]2[CH:9]=[CH:8][CH:7]=[CH:6][C:5]=12.CCCC[N+](CCCC)(CCCC)CCCC.[F-]. The yield is 0.870. The catalyst is C1COCC1. The product is [N:1]1[N:2]=[C:3]([C:10]2[CH:19]=[CH:18][C:17]3[C:12](=[C:13]([OH:21])[CH:14]=[C:15]([F:20])[CH:16]=3)[N:11]=2)[N:4]2[CH:9]=[CH:8][CH:7]=[CH:6][C:5]=12. (5) The reactants are [C:1]([O:5][C:6]([N:8]([CH3:14])[CH2:9][CH2:10][C:11]([OH:13])=[O:12])=[O:7])([CH3:4])([CH3:3])[CH3:2].[C:15]([O-])([O-])=O.[K+].[K+].CI. The catalyst is CN(C=O)C. The product is [C:1]([O:5][C:6]([N:8]([CH3:14])[CH2:9][CH2:10][C:11]([O:13][CH3:15])=[O:12])=[O:7])([CH3:4])([CH3:3])[CH3:2]. The yield is 0.920. (6) The reactants are [H-].[Na+].[C:3]([Si:7]([CH3:19])([CH3:18])[O:8][C:9]1[CH:14]=[CH:13][C:12]([OH:15])=[CH:11][C:10]=1[O:16][CH3:17])([CH3:6])([CH3:5])[CH3:4].[CH2:20]([CH:22]1[O:24][CH2:23]1)Cl. The catalyst is C1COCC1. The product is [C:3]([Si:7]([O:8][C:9]1[CH:14]=[CH:13][C:12]([O:15][CH2:20][CH:22]2[CH2:23][O:24]2)=[CH:11][C:10]=1[O:16][CH3:17])([CH3:19])[CH3:18])([CH3:6])([CH3:5])[CH3:4]. The yield is 0.447.